Dataset: Catalyst prediction with 721,799 reactions and 888 catalyst types from USPTO. Task: Predict which catalyst facilitates the given reaction. (1) The catalyst class is: 14. Reactant: [Cl:1][C:2]1[C:3](Cl)=[N:4][C:5]([Cl:8])=[N:6][CH:7]=1.[NH2:10][CH2:11][C@H:12]1[CH2:17][CH2:16][C@H:15]([NH:18][C:19](=[O:25])[O:20][C:21]([CH3:24])([CH3:23])[CH3:22])[CH2:14][CH2:13]1.CCN(C(C)C)C(C)C. Product: [C:21]([O:20][C:19](=[O:25])[NH:18][CH:15]1[CH2:14][CH2:13][CH:12]([CH2:11][NH:10][C:3]2[C:2]([Cl:1])=[CH:7][N:6]=[C:5]([Cl:8])[N:4]=2)[CH2:17][CH2:16]1)([CH3:24])([CH3:22])[CH3:23]. (2) Reactant: ClC1C=CC=CC=1CS([C:8]1[CH:29]=[CH:28][C:11]2[N:12](C(OC(C)(C)C)=O)[C:13](C3C=CC=CN=3)=[N:14][C:10]=2[CH:9]=1)(=O)=O.ClC1C=CC=CC=1CS(C1C=CC2N=C(C3C=CC=CN=3)N(C(OC(C)(C)C)=O)C=2C=1)(=O)=O.Cl.O1CCOCC1. Product: [NH:12]1[C:11]2[CH:28]=[CH:29][CH:8]=[CH:9][C:10]=2[N:14]=[CH:13]1. The catalyst class is: 275. (3) Reactant: [NH2:1][C:2]1[CH:7]=[C:6](C(C)(C)C)[N:5]=[CH:4][C:3]=1[C:12]1[NH:13][C:14]2[CH:20]=[CH:19][CH:18]=[CH:17][C:15]=2[N:16]=1.N[C:22]1C=CN=CC=1C1NC2C=CC=CC=2N=1.N. Product: [CH:4]1[C:3]2[C:12]3[N:16]([CH:22]=[N:1][C:2]=2[CH:7]=[CH:6][N:5]=1)[C:15]1[C:14](=[CH:20][CH:19]=[CH:18][CH:17]=1)[N:13]=3. The catalyst class is: 12. (4) Reactant: [O:1]1[C:10]2[C:5](=[CH:6][CH:7]=[CH:8][CH:9]=2)[C:4](=[O:11])[CH2:3][CH2:2]1.[H][H]. Product: [O:1]1[C:10]2[C:5](=[CH:6][CH:7]=[CH:8][CH:9]=2)[C@H:4]([OH:11])[CH2:3][CH2:2]1. The catalyst class is: 5. (5) Reactant: Br[C:2](Br)=[CH:3][C@@H:4]1[CH2:8][CH2:7][CH2:6][N:5]1[C:9]([O:11][C:12]([CH3:15])([CH3:14])[CH3:13])=[O:10].C([Li])(CC)C.[Cl-].[NH4+]. Product: [C:3]([C@@H:4]1[CH2:8][CH2:7][CH2:6][N:5]1[C:9]([O:11][C:12]([CH3:15])([CH3:14])[CH3:13])=[O:10])#[CH:2]. The catalyst class is: 116. (6) Reactant: O=[C:2]1C2C=NN(C3CCCCO3)C=2C2C=CC(C3C(NC(=O)C)=NC=CC=3)=CC=2[N:3]1CC(F)(F)F.[O:36]=[C:37]1[C:46]2[CH2:47][N:48](C3CCCCO3)[NH:49][C:45]=2[C:44]2[CH:43]=[CH:42][C:41]([C:56]3[C:57]([NH:62][C:63](=[O:65])[CH3:64])=NC=[CH:60][CH:61]=3)=[CH:40][C:39]=2[N:38]1[CH2:66][C:67]([F:70])([F:69])[F:68].[ClH:71]. Product: [ClH:71].[O:36]=[C:37]1[C:46]2[CH:47]=[N:48][NH:49][C:45]=2[C:44]2[CH:43]=[CH:42][C:41]([C:56]3[CH:61]=[CH:60][N:3]=[CH:2][C:57]=3[NH:62][C:63](=[O:65])[CH3:64])=[CH:40][C:39]=2[N:38]1[CH2:66][C:67]([F:68])([F:69])[F:70]. The catalyst class is: 6. (7) Reactant: [OH-].[Na+].[CH:3]1([N:6]2[C:14]3[C:9](=[C:10]([C:20]4[NH:24][N:23]=[N:22][N:21]=4)[CH:11]=[C:12]([C:15]([O:17]CC)=[O:16])[CH:13]=3)[CH:8]=[CH:7]2)[CH2:5][CH2:4]1.Cl. Product: [CH:3]1([N:6]2[C:14]3[C:9](=[C:10]([C:20]4[NH:24][N:23]=[N:22][N:21]=4)[CH:11]=[C:12]([C:15]([OH:17])=[O:16])[CH:13]=3)[CH:8]=[CH:7]2)[CH2:4][CH2:5]1. The catalyst class is: 5.